Predict which catalyst facilitates the given reaction. From a dataset of Catalyst prediction with 721,799 reactions and 888 catalyst types from USPTO. (1) Reactant: [F:1][C:2]([F:13])([F:12])[C:3]1[C:11]2[CH2:10][CH2:9][CH2:8][CH2:7][C:6]=2[NH:5][N:4]=1.C(=O)([O-])[O-].[K+].[K+].N[C@@H]1CCCC[C@H]1N.Br[C:29]1[CH:34]=[CH:33][C:32]([N:35]2[CH:39]=[CH:38][N:37]=[CH:36]2)=[CH:31][CH:30]=1. Product: [N:35]1([C:32]2[CH:33]=[CH:34][C:29]([N:5]3[C:6]4[CH2:7][CH2:8][CH2:9][CH2:10][C:11]=4[C:3]([C:2]([F:1])([F:12])[F:13])=[N:4]3)=[CH:30][CH:31]=2)[CH:39]=[CH:38][N:37]=[CH:36]1. The catalyst class is: 185. (2) Reactant: [CH3:1][O:2][C:3]1[CH:9]=[C:8]([N+:10]([O-:12])=[O:11])[CH:7]=[CH:6][C:4]=1[NH2:5].N1C=CC=CC=1.[C:19](Cl)([O:21][CH2:22][CH:23]1[C:35]2[C:30](=[CH:31][CH:32]=[CH:33][CH:34]=2)[C:29]2[C:24]1=[CH:25][CH:26]=[CH:27][CH:28]=2)=[O:20]. Product: [C:19]([C:4]1([CH:6]=[CH:7][C:8]([N+:10]([O-:12])=[O:11])=[CH:9][CH:3]1[O:2][CH3:1])[NH2:5])([O:21][CH2:22][CH:23]1[C:24]2[C:29](=[CH:28][CH:27]=[CH:26][CH:25]=2)[C:30]2[C:35]1=[CH:34][CH:33]=[CH:32][CH:31]=2)=[O:20]. The catalyst class is: 1. (3) Reactant: C(=O)([O-])[O-].[K+].[K+].C1(S([N:16]2[C:20]3=[CH:21][N:22]=[CH:23][CH:24]=[C:19]3[C:18]([C:25]3[C:29]([C:30]4[CH:35]=[CH:34][CH:33]=[CH:32][N:31]=4)=[N:28][N:27]4[CH2:36][CH2:37][CH2:38][C:26]=34)=[CH:17]2)(=O)=O)C=CC=CC=1. Product: [N:31]1[CH:32]=[CH:33][CH:34]=[CH:35][C:30]=1[C:29]1[C:25]([C:18]2[C:19]3[C:20](=[CH:21][N:22]=[CH:23][CH:24]=3)[NH:16][CH:17]=2)=[C:26]2[CH2:38][CH2:37][CH2:36][N:27]2[N:28]=1. The catalyst class is: 5. (4) The catalyst class is: 4. Reactant: [NH2:1][C:2]1[CH:3]=[C:4]2[C:8](=[CH:9][CH:10]=1)[N:7]([CH2:11][C:12]1[C:17]([F:18])=[CH:16][CH:15]=[CH:14][C:13]=1[F:19])[C:6]([C:20]([NH:22][C:23]1[CH:28]=[CH:27][CH:26]=[C:25]([CH3:29])[CH:24]=1)=[O:21])=[CH:5]2.C(N(CC)CC)C.[CH3:37][C:38]([CH3:44])([CH3:43])[CH2:39][C:40](Cl)=[O:41]. Product: [F:18][C:17]1[CH:16]=[CH:15][CH:14]=[C:13]([F:19])[C:12]=1[CH2:11][N:7]1[C:8]2[C:4](=[CH:3][C:2]([NH:1][C:40](=[O:41])[CH2:39][C:38]([CH3:44])([CH3:43])[CH3:37])=[CH:10][CH:9]=2)[CH:5]=[C:6]1[C:20]([NH:22][C:23]1[CH:28]=[CH:27][CH:26]=[C:25]([CH3:29])[CH:24]=1)=[O:21]. (5) Reactant: [C:1]([Si:5]([CH3:17])([CH3:16])[O:6][C:7]1[CH:12]=[CH:11][C:10]([NH:13][CH3:14])=[C:9]([CH3:15])[CH:8]=1)([CH3:4])([CH3:3])[CH3:2].[CH3:18][O:19][C:20](=[O:30])[C:21]1[CH:26]=[CH:25][C:24]([CH:27]=O)=[CH:23][C:22]=1[CH3:29].C(O)(=O)C.C(O[BH-](OC(=O)C)OC(=O)C)(=O)C.[Na+]. Product: [CH3:18][O:19][C:20](=[O:30])[C:21]1[CH:26]=[CH:25][C:24]([CH2:27][N:13]([C:10]2[CH:11]=[CH:12][C:7]([O:6][Si:5]([C:1]([CH3:3])([CH3:2])[CH3:4])([CH3:17])[CH3:16])=[CH:8][C:9]=2[CH3:15])[CH3:14])=[CH:23][C:22]=1[CH3:29]. The catalyst class is: 26. (6) Reactant: [F:1][C:2]1[C:3]2[CH:4]=[C:5]3[C:14]4[N:15]=[C:16]([C:19]5[C:20]([N:39]([CH3:44])[S:40]([CH3:43])(=[O:42])=[O:41])=[CH:21][C:22]6[O:26][C:25]([C:27]7[CH:32]=[CH:31][C:30](=[O:33])[NH:29][CH:28]=7)=[C:24]([C:34]([NH:36][CH3:37])=[O:35])[C:23]=6[CH:38]=5)[CH:17]=[CH:18][C:13]=4[O:12][CH2:11][N:6]3[C:7]=2[CH:8]=[CH:9][CH:10]=1.Cl[C:46](C(O[Na])=O)([F:48])[F:47]. Product: [F:47][CH:46]([F:48])[O:33][C:30]1[N:29]=[CH:28][C:27]([C:25]2[O:26][C:22]3[CH:21]=[C:20]([N:39]([CH3:44])[S:40]([CH3:43])(=[O:42])=[O:41])[C:19]([C:16]4[CH:17]=[CH:18][C:13]5[O:12][CH2:11][N:6]6[C:7]7[CH:8]=[CH:9][CH:10]=[C:2]([F:1])[C:3]=7[CH:4]=[C:5]6[C:14]=5[N:15]=4)=[CH:38][C:23]=3[C:24]=2[C:34]([NH:36][CH3:37])=[O:35])=[CH:32][CH:31]=1.[F:47][CH:46]([F:48])[N:29]1[C:30](=[O:33])[CH:31]=[CH:32][C:27]([C:25]2[O:26][C:22]3[CH:21]=[C:20]([N:39]([CH3:44])[S:40]([CH3:43])(=[O:42])=[O:41])[C:19]([C:16]4[CH:17]=[CH:18][C:13]5[O:12][CH2:11][N:6]6[C:7]7[CH:8]=[CH:9][CH:10]=[C:2]([F:1])[C:3]=7[CH:4]=[C:5]6[C:14]=5[N:15]=4)=[CH:38][C:23]=3[C:24]=2[C:34]([NH:36][CH3:37])=[O:35])=[CH:28]1. The catalyst class is: 23. (7) Reactant: [CH3:1][C:2]1[CH:7]=[CH:6][C:5]([CH3:8])=[CH:4][C:3]=1[N:9]1[C:13]([NH2:14])=[CH:12][C:11]([CH3:15])=[N:10]1.CCOCC.[CH3:21][O:22][C:23](=[O:31])[C:24]1[CH:29]=[CH:28][CH:27]=[CH:26][C:25]=1Br.C(=O)([O-])[O-].[Cs+].[Cs+]. Product: [CH3:21][O:22][C:23](=[O:31])[C:24]1[CH:29]=[CH:28][CH:27]=[CH:26][C:25]=1[NH:14][C:13]1[N:9]([C:3]2[CH:4]=[C:5]([CH3:8])[CH:6]=[CH:7][C:2]=2[CH3:1])[N:10]=[C:11]([CH3:15])[CH:12]=1. The catalyst class is: 164. (8) Reactant: [F:1][C:2]1[CH:7]=[CH:6][C:5]([CH:8]=[CH:9][N+:10]([O-])=O)=[CH:4][C:3]=1[F:13].[H-].[Al+3].[Li+].[H-].[H-].[H-]. Product: [F:13][C:3]1[CH:4]=[C:5]([CH2:8][CH2:9][NH2:10])[CH:6]=[CH:7][C:2]=1[F:1]. The catalyst class is: 116. (9) Reactant: [OH:1][C:2]1[CH:10]=[CH:9][C:5]([C:6]([OH:8])=O)=[CH:4][N:3]=1.[NH2:11][CH2:12][CH2:13][CH:14]([C:22]1[CH:31]=[CH:30][C:25]([C:26]([NH:28][CH3:29])=[O:27])=[CH:24][CH:23]=1)[C:15]1[CH:20]=[CH:19][C:18]([F:21])=[CH:17][CH:16]=1.C1C=CC2N(O)N=NC=2C=1.C(Cl)CCl.C(N(C(C)C)CC)(C)C. Product: [F:21][C:18]1[CH:17]=[CH:16][C:15]([CH:14]([C:22]2[CH:23]=[CH:24][C:25]([C:26](=[O:27])[NH:28][CH3:29])=[CH:30][CH:31]=2)[CH2:13][CH2:12][NH:11][C:6](=[O:8])[C:5]2[CH:9]=[CH:10][C:2]([OH:1])=[N:3][CH:4]=2)=[CH:20][CH:19]=1. The catalyst class is: 18.